From a dataset of Reaction yield outcomes from USPTO patents with 853,638 reactions. Predict the reaction yield, written as a fraction of the theoretical maximum amount of product (1.0 means a 100% yield; for example, 0.34 means a 34% yield). (1) The reactants are [CH3:1][O:2][CH2:3][C@H:4]1[CH2:8][CH2:7][CH2:6][N:5]1[S:9]([C:12]1[CH:20]=[CH:19][C:18]2[N:17]3CC(C)(C)CN=[C:16]3[C:15]3([O:31]CCCO3)[C:14]=2[CH:13]=1)(=[O:11])=[O:10].[OH:32]S(O)(=O)=O. No catalyst specified. The product is [CH3:1][O:2][CH2:3][C@H:4]1[CH2:8][CH2:7][CH2:6][N:5]1[S:9]([C:12]1[CH:13]=[C:14]2[C:18](=[CH:19][CH:20]=1)[NH:17][C:16](=[O:32])[C:15]2=[O:31])(=[O:10])=[O:11]. The yield is 0.900. (2) The reactants are [CH3:1][CH:2]([CH2:4][CH:5]([NH:31][C:32]([CH2:34][NH:35][C:36]([CH:38]([NH:47][C:48]([CH:50]([NH:53][C:54]([CH:56]([NH:67][C:68]([CH:70]([NH:77][C:78]([CH:80]1[NH:85][C:83](=[O:84])[CH2:82][CH2:81]1)=[O:79])[CH2:71][C:72]1[NH:76][CH:75]=[N:74][CH:73]=1)=[O:69])[CH2:57][C:58]1[C:66]2[C:61](=[CH:62][CH:63]=[CH:64][CH:65]=2)[NH:60][CH:59]=1)=[O:55])[CH2:51][OH:52])=[O:49])[CH2:39][C:40]1[CH:45]=[CH:44][C:43]([OH:46])=[CH:42][CH:41]=1)=[O:37])=[O:33])[C:6]([NH:8][CH:9]([C:17]([N:19]1[CH:23]([C:24]([NH:26][CH2:27][C:28]([NH2:30])=[O:29])=[O:25])[CH2:22][CH2:21][CH2:20]1)=[O:18])[CH2:10][CH2:11][CH2:12][N:13]=[C:14]([NH2:16])[NH2:15])=[O:7])[CH3:3].[CH2:86]([OH:119])[CH2:87][O:88][CH2:89][CH2:90][O:91][CH2:92][CH2:93][O:94][CH2:95][CH2:96][O:97][CH2:98][CH2:99][O:100][CH2:101][CH2:102][O:103][CH2:104][CH2:105][O:106][CH2:107][CH2:108][O:109][CH2:110][CH2:111][O:112][CH2:113][CH2:114][O:115][CH2:116][CH2:117][OH:118]. The catalyst is C(#N)C.O. The product is [CH3:3][CH:2]([CH2:4][CH:5]([NH:31][C:32]([CH2:34][NH:35][C:36]([CH:38]([NH:47][C:48]([CH:50]([NH:53][C:54]([CH:56]([NH:67][C:68]([CH:70]([NH:77][C:78]([CH:80]1[NH:85][C:83](=[O:84])[CH2:82][CH2:81]1)=[O:79])[CH2:71][C:72]1[NH:76][CH:75]=[N:74][CH:73]=1)=[O:69])[CH2:57][C:58]1[C:66]2[C:61](=[CH:62][CH:63]=[CH:64][CH:65]=2)[NH:60][CH:59]=1)=[O:55])[CH2:51][OH:52])=[O:49])[CH2:39][C:40]1[CH:41]=[CH:42][C:43]([OH:46])=[CH:44][CH:45]=1)=[O:37])=[O:33])[C:6]([NH:8][CH:9]([C:17]([N:19]1[CH:23]([C:24]([NH:26][CH2:27][C:28]([NH2:30])=[O:29])=[O:25])[CH2:22][CH2:21][CH2:20]1)=[O:18])[CH2:10][CH2:11][CH2:12][N:13]=[C:14]([NH2:16])[NH2:15])=[O:7])[CH3:1].[CH2:117]([OH:118])[CH2:116][O:115][CH2:114][CH2:113][O:112][CH2:111][CH2:110][O:109][CH2:108][CH2:107][O:106][CH2:105][CH2:104][O:103][CH2:102][CH2:101][O:100][CH2:99][CH2:98][O:97][CH2:96][CH2:95][O:94][CH2:93][CH2:92][O:91][CH2:90][CH2:89][O:88][CH2:87][CH2:86][OH:119]. The yield is 0.600. (3) The reactants are [CH3:1][C:2]1[CH:9]=[CH:8][C:5]([CH2:6][NH2:7])=[CH:4][CH:3]=1. The catalyst is [Pd].CC#N. The product is [CH3:1][C:2]1[CH:9]=[CH:8][C:5]([CH2:6][NH:7][CH2:1][C:2]2[CH:9]=[CH:8][C:5]([CH3:6])=[CH:4][CH:3]=2)=[CH:4][CH:3]=1. The yield is 0.820. (4) The reactants are [N-:1]=[N+:2]=[N-:3].[Na+].[CH2:5]([O:12][C:13]([N:15]1[C@H:22]([CH3:23])[CH2:21][CH2:20][C@@H:19]2[C@@H:17]([O:18]2)[CH2:16]1)=[O:14])[C:6]1[CH:11]=[CH:10][CH:9]=[CH:8][CH:7]=1.[Cl-].[NH4+]. The catalyst is CO.O. The product is [CH2:5]([O:12][C:13]([N:15]1[CH2:16][C@H:17]([OH:18])[C@@H:19]([N:1]=[N+:2]=[N-:3])[CH2:20][CH2:21][C@H:22]1[CH3:23])=[O:14])[C:6]1[CH:11]=[CH:10][CH:9]=[CH:8][CH:7]=1. The yield is 0.890. (5) The reactants are [Cl-].[C:2]([O:6][C:7](=[O:10])[CH2:8][Zn+])([CH3:5])([CH3:4])[CH3:3].[Br:11][C:12]1[CH:13]=[C:14]2[C:25](=[CH:26][CH:27]=1)[O:24][C:17]1[C:18]([F:23])=[N:19][C:20]([Cl:22])=[CH:21][C:16]=1/[C:15]/2=[N:28]\[S:29]([C:31]([CH3:34])([CH3:33])[CH3:32])=[O:30]. The catalyst is C1COCC1.CCOC(C)=O. The product is [Br:11][C:12]1[CH:13]=[C:14]2[C:25](=[CH:26][CH:27]=1)[O:24][C:17]1[C:18]([F:23])=[N:19][C:20]([Cl:22])=[CH:21][C:16]=1[C:15]2([CH2:8][C:7]([O:6][C:2]([CH3:5])([CH3:4])[CH3:3])=[O:10])[NH:28][S:29]([C:31]([CH3:34])([CH3:33])[CH3:32])=[O:30]. The yield is 0.591. (6) The reactants are [CH:1]1([NH:6][C:7]2[N:12]=[C:11]([NH:13][C:14]3[CH:15]=[N:16][C:17]([O:20][CH3:21])=[CH:18][CH:19]=3)[C:10](I)=[CH:9][N:8]=2)[CH2:5][CH2:4][CH2:3][CH2:2]1.[CH3:23][C:24]1[N:29]=[C:28]([S:30][CH3:31])[N:27]=[C:26]([Sn](CCCC)(CCCC)CCCC)[N:25]=1.[F-].[Cs+].O1CCOCC1. The catalyst is O.[Cu]I.C1C=CC([P]([Pd]([P](C2C=CC=CC=2)(C2C=CC=CC=2)C2C=CC=CC=2)([P](C2C=CC=CC=2)(C2C=CC=CC=2)C2C=CC=CC=2)[P](C2C=CC=CC=2)(C2C=CC=CC=2)C2C=CC=CC=2)(C2C=CC=CC=2)C2C=CC=CC=2)=CC=1. The product is [CH:1]1([NH:6][C:7]2[N:12]=[C:11]([NH:13][C:14]3[CH:15]=[N:16][C:17]([O:20][CH3:21])=[CH:18][CH:19]=3)[C:10]([C:26]3[N:25]=[C:24]([CH3:23])[N:29]=[C:28]([S:30][CH3:31])[N:27]=3)=[CH:9][N:8]=2)[CH2:5][CH2:4][CH2:3][CH2:2]1. The yield is 0.347. (7) The reactants are [Br:1][C:2]1[N:7]=[C:6]([F:8])[C:5]([OH:9])=[CH:4][CH:3]=1.[CH3:10][O-].[Na+].CI.O. The catalyst is CN(C)C=O. The product is [Br:1][C:2]1[N:7]=[C:6]([F:8])[C:5]([O:9][CH3:10])=[CH:4][CH:3]=1. The yield is 0.490. (8) The reactants are [Cl:1][C:2]1[CH:7]=[CH:6][C:5]([C:8]2([OH:28])[C:16]3[C:11](=[CH:12][CH:13]=[CH:14][CH:15]=3)[C:10](=[O:17])[N:9]2[CH2:18][C:19]2[CH:24]=[CH:23][C:22]([N+:25]([O-:27])=[O:26])=[CH:21][CH:20]=2)=[CH:4][CH:3]=1.[C:29]1([CH2:37]O)[CH:34]=[CH:33][CH:32]=[C:31]([CH2:35][OH:36])[CH:30]=1. No catalyst specified. The product is [Cl:1][C:2]1[CH:7]=[CH:6][C:5]([C:8]2([O:28][CH2:37][C:29]3[CH:34]=[CH:33][CH:32]=[C:31]([CH2:35][OH:36])[CH:30]=3)[C:16]3[C:11](=[CH:12][CH:13]=[CH:14][CH:15]=3)[C:10](=[O:17])[N:9]2[CH2:18][C:19]2[CH:24]=[CH:23][C:22]([N+:25]([O-:27])=[O:26])=[CH:21][CH:20]=2)=[CH:4][CH:3]=1. The yield is 0.750. (9) The reactants are [N+:1]([C:4]1[CH:5]=[C:6]2[C:10](=[CH:11][CH:12]=1)[NH:9][CH:8]=[C:7]2[C:13]1[CH2:18][CH2:17][C:16](=O)[CH2:15][CH:14]=1)([O-:3])=[O:2].Cl.[CH3:21][NH:22][CH3:23].CC(O)=O.[BH-](OC(C)=O)(OC(C)=O)OC(C)=O.[Na+]. The catalyst is ClCCCl.[OH-].[Na+]. The product is [CH3:21][N:22]([CH3:23])[CH:16]1[CH2:17][CH2:18][C:13]([C:7]2[C:6]3[C:10](=[CH:11][CH:12]=[C:4]([N+:1]([O-:3])=[O:2])[CH:5]=3)[NH:9][CH:8]=2)=[CH:14][CH2:15]1. The yield is 0.660.